From a dataset of Reaction yield outcomes from USPTO patents with 853,638 reactions. Predict the reaction yield, written as a fraction of the theoretical maximum amount of product (1.0 means a 100% yield; for example, 0.34 means a 34% yield). (1) The reactants are C[O:2][C:3]([C:5]1[S:6][C:7]([CH2:10][CH2:11][CH2:12][C@H:13]2[CH2:17][C:16](=[O:18])[C:15]([OH:19])=[C:14]2[C:20]2[CH:25]=[CH:24][C:23]([CH:26]([OH:32])[CH2:27][CH2:28][CH2:29][CH2:30][CH3:31])=[CH:22][CH:21]=2)=[CH:8][CH:9]=1)=[O:4].CS(C)=O.P([O-])([O-])([O-])=O. The catalyst is C(Cl)Cl. The product is [OH:19][C:15]1[C:16](=[O:18])[CH2:17][C@H:13]([CH2:12][CH2:11][CH2:10][C:7]2[S:6][C:5]([C:3]([OH:4])=[O:2])=[CH:9][CH:8]=2)[C:14]=1[C:20]1[CH:25]=[CH:24][C:23]([CH:26]([OH:32])[CH2:27][CH2:28][CH2:29][CH2:30][CH3:31])=[CH:22][CH:21]=1. The yield is 0.210. (2) The reactants are [C:1]1([N:7]2[C:12](=[O:13])[NH:11][C:10](=[O:14])[C:9]([C:15]#[N:16])=[N:8]2)[CH:6]=[CH:5][CH:4]=[CH:3][CH:2]=1.CN(C=O)C.[H-].[Na+].[CH2:24](Br)[CH2:25][CH2:26][CH3:27]. The catalyst is O. The product is [C:1]1([N:7]2[C:12](=[O:13])[N:11]([CH2:24][CH2:25][CH2:26][CH3:27])[C:10](=[O:14])[C:9]([C:15]#[N:16])=[N:8]2)[CH:2]=[CH:3][CH:4]=[CH:5][CH:6]=1. The yield is 0.814. (3) The reactants are [Br:1][C:2]1[CH:7]=[CH:6][C:5]([CH2:8][C:9](O)=[O:10])=[C:4]([N+:12]([O-])=O)[CH:3]=1.S(=O)(=O)(O)O. The catalyst is C(O)C.[Zn]. The product is [Br:1][C:2]1[CH:3]=[C:4]2[C:5]([CH2:8][C:9](=[O:10])[NH:12]2)=[CH:6][CH:7]=1. The yield is 0.900. (4) The reactants are [CH3:1][N:2]([CH2:10][C:11]#[C:12][C:13]1[CH:18]=[CH:17][C:16]([C:19](=[O:33])[C:20]2[CH:25]=[CH:24][C:23]([O:26][CH:27]3[CH2:32][CH2:31][CH2:30][CH2:29][O:28]3)=[CH:22][CH:21]=2)=[CH:15][CH:14]=1)[C:3](=[O:9])[O:4][C:5]([CH3:8])([CH3:7])[CH3:6]. The catalyst is [Ni].CO. The product is [CH3:1][N:2]([CH2:10][CH2:11][CH2:12][C:13]1[CH:18]=[CH:17][C:16]([C:19](=[O:33])[C:20]2[CH:21]=[CH:22][C:23]([O:26][CH:27]3[CH2:32][CH2:31][CH2:30][CH2:29][O:28]3)=[CH:24][CH:25]=2)=[CH:15][CH:14]=1)[C:3](=[O:9])[O:4][C:5]([CH3:8])([CH3:6])[CH3:7]. The yield is 0.800. (5) The catalyst is CN1CCCC1=O. The yield is 0.660. The reactants are Cl[C:2]1[N:7]=[C:6]([C:8]2[N:12]3[CH:13]=[C:14]([F:17])[CH:15]=[CH:16][C:11]3=[N:10][CH:9]=2)[N:5]=[C:4]([NH:18][C@@H:19]2[CH2:24][CH2:23][CH2:22][N:21]([C:25]([O:27][C:28]([CH3:31])([CH3:30])[CH3:29])=[O:26])[CH2:20]2)[C:3]=1[F:32].[NH:33]1[CH2:38][CH2:37][O:36][CH2:35][CH2:34]1.C(OC(N1CCC[C@@H](NC2N=C(C3N4C=C(F)C=CC4=NC=3)N=C(N3CCN(C(OCC4C=CC=CC=4)=O)CC3)C=2)C1)=O)(C)(C)C. The product is [F:32][C:3]1[C:4]([NH:18][C@@H:19]2[CH2:24][CH2:23][CH2:22][N:21]([C:25]([O:27][C:28]([CH3:31])([CH3:30])[CH3:29])=[O:26])[CH2:20]2)=[N:5][C:6]([C:8]2[N:12]3[CH:13]=[C:14]([F:17])[CH:15]=[CH:16][C:11]3=[N:10][CH:9]=2)=[N:7][C:2]=1[N:33]1[CH2:38][CH2:37][O:36][CH2:35][CH2:34]1.